This data is from Full USPTO retrosynthesis dataset with 1.9M reactions from patents (1976-2016). The task is: Predict the reactants needed to synthesize the given product. (1) Given the product [Br:1][C:2]1[C:3]2[O:10][C:12]([C:13]([N:15]([CH3:17])[CH3:16])=[O:14])=[CH:5][C:4]=2[CH:7]=[CH:8][CH:9]=1, predict the reactants needed to synthesize it. The reactants are: [Br:1][C:2]1[C:3]([OH:10])=[C:4]([CH:7]=[CH:8][CH:9]=1)[CH:5]=O.Cl[CH2:12][C:13]([N:15]([CH3:17])[CH3:16])=[O:14].C(=O)([O-])[O-].[K+].[K+]. (2) Given the product [Br:24][C:22]1[CH:23]=[C:18]([C:11]2([C:16]#[N:17])[CH2:12][C@H:13]3[NH:8][C@H:9]([CH:15]=[CH:14]3)[CH2:10]2)[CH:19]=[N:20][CH:21]=1.[Br:24][C:22]1[CH:23]=[C:18]([C:11]2([C:16]#[N:17])[CH2:12][C@H:13]3[NH:8][C@H:9]([CH2:15][CH2:14]3)[CH2:10]2)[CH:19]=[N:20][CH:21]=1, predict the reactants needed to synthesize it. The reactants are: C(OC([N:8]1[C@H:13]2[CH:14]=[CH:15][C@@H:9]1[CH2:10][C:11]([C:18]1[CH:19]=[N:20][CH:21]=[C:22]([Br:24])[CH:23]=1)([C:16]#[N:17])[CH2:12]2)=O)(C)(C)C.FC(F)(F)C(O)=O.C(OCC)(=O)C. (3) Given the product [CH3:12][C:11]([CH3:14])([CH3:13])[CH2:10][N:8]([CH3:9])[C:4]1[N:5]=[CH:6][N:7]=[C:2]([NH:18][C:19]2[CH:20]=[C:21]([CH:26]=[CH:27][C:28]=2[CH3:29])[C:22]([NH:24][CH3:25])=[O:23])[C:3]=1[N+:15]([O-:17])=[O:16], predict the reactants needed to synthesize it. The reactants are: Cl[C:2]1[N:7]=[CH:6][N:5]=[C:4]([N:8]([CH2:10][C:11]([CH3:14])([CH3:13])[CH3:12])[CH3:9])[C:3]=1[N+:15]([O-:17])=[O:16].[NH2:18][C:19]1[CH:20]=[C:21]([CH:26]=[CH:27][C:28]=1[CH3:29])[C:22]([NH:24][CH3:25])=[O:23].CCN(C(C)C)C(C)C. (4) Given the product [CH3:10][O:9][C:8]1[C:3]([O:2][CH3:1])=[CH:4][N:5]=[C:6]([N:11]2[C:20](=[O:21])[C:19]3[C:14](=[CH:15][C:16]([C:22]([NH:33][CH2:32][C:27]4[CH:28]=[CH:29][CH:30]=[CH:31][N:26]=4)=[O:24])=[CH:17][CH:18]=3)[NH:13][C:12]2=[S:25])[N:7]=1, predict the reactants needed to synthesize it. The reactants are: [CH3:1][O:2][C:3]1[CH:4]=[N:5][C:6]([N:11]2[C:20](=[O:21])[C:19]3[C:14](=[CH:15][C:16]([C:22]([OH:24])=O)=[CH:17][CH:18]=3)[NH:13][C:12]2=[S:25])=[N:7][C:8]=1[O:9][CH3:10].[N:26]1[CH:31]=[CH:30][CH:29]=[CH:28][C:27]=1[CH2:32][NH2:33].CCN(C(C)C)C(C)C.CN(C(ON1N=NC2C=CC=NC1=2)=[N+](C)C)C.F[P-](F)(F)(F)(F)F.